Dataset: Peptide-MHC class II binding affinity with 134,281 pairs from IEDB. Task: Regression. Given a peptide amino acid sequence and an MHC pseudo amino acid sequence, predict their binding affinity value. This is MHC class II binding data. (1) The peptide sequence is MKNIFMLTLFILIIT. The MHC is HLA-DQA10101-DQB10501 with pseudo-sequence HLA-DQA10101-DQB10501. The binding affinity (normalized) is 0.319. (2) The peptide sequence is ESSFVMMSAPPAEYK. The MHC is DRB1_0301 with pseudo-sequence DRB1_0301. The binding affinity (normalized) is 0.346.